From a dataset of Forward reaction prediction with 1.9M reactions from USPTO patents (1976-2016). Predict the product of the given reaction. (1) Given the reactants [N-]=[N+]=[N-].[Na+].BrC1C=CC(F)=C([C@]2(C)[C@H]3[C@](COC)(C3)SC(N)=N2)C=1.[NH4+].[Cl-].[OH-].[NH4+].[N:29]([C:32]1[CH:33]=[CH:34][C:35]([F:50])=[C:36]([C@:38]2([CH3:49])[C@H:44]3[C@:42]([CH2:45][O:46][CH3:47])([CH2:43]3)[S:41][C:40]([NH2:48])=[N:39]2)[CH:37]=1)=[N+]=[N-].CP(C)C, predict the reaction product. The product is: [NH2:29][C:32]1[CH:33]=[CH:34][C:35]([F:50])=[C:36]([C@:38]2([CH3:49])[C@H:44]3[C@:42]([CH2:45][O:46][CH3:47])([CH2:43]3)[S:41][C:40]([NH2:48])=[N:39]2)[CH:37]=1. (2) The product is: [CH3:70][C:58]([NH:59][C:60](=[O:61])[O:62][CH2:63][C:64]1[CH:65]=[CH:66][CH:67]=[CH:68][CH:69]=1)([CH3:57])[C:71]([NH:34][C:35]1[C:43]2[N:42]=[C:41]([CH2:44][N:45]([CH3:56])[CH:46]3[C:55]4[N:54]=[CH:53][CH:52]=[CH:51][C:50]=4[CH2:49][CH2:48][CH2:47]3)[NH:40][C:39]=2[CH:38]=[CH:37][CH:36]=1)=[O:72]. Given the reactants C(N(CC1NC2C=CC(C(NCCC3N=CNC=3)=O)=CC=2N=1)C1C2N=CC=CC=2CCC1)C.[NH2:34][C:35]1[C:43]2[N:42]=[C:41]([CH2:44][N:45]([CH3:56])[CH:46]3[C:55]4[N:54]=[CH:53][CH:52]=[CH:51][C:50]=4[CH2:49][CH2:48][CH2:47]3)[NH:40][C:39]=2[CH:38]=[CH:37][CH:36]=1.[CH3:57][C:58]([C:71](O)=[O:72])([CH3:70])[NH:59][C:60]([O:62][CH2:63][C:64]1[CH:69]=[CH:68][CH:67]=[CH:66][CH:65]=1)=[O:61].O=C1N(P(Cl)(N2CCOC2=O)=O)CCO1.C(N(CC)C(C)C)(C)C, predict the reaction product. (3) Given the reactants [CH:1]([C:3]1[C:4]([NH:11][C:12]2[CH:13]=[C:14]([NH:18][C:19](=[O:25])[O:20][C:21]([CH3:24])([CH3:23])[CH3:22])[CH:15]=[CH:16][CH:17]=2)=[N:5][C:6]([S:9][CH3:10])=[N:7][CH:8]=1)=[O:2].NC1C=C(NC(=O)OC(C)(C)C)C=CC=1[F:33], predict the reaction product. The product is: [F:33][C:17]1[CH:16]=[CH:15][C:14]([NH:18][C:19](=[O:25])[O:20][C:21]([CH3:22])([CH3:24])[CH3:23])=[CH:13][C:12]=1[NH:11][C:4]1[C:3]([CH:1]=[O:2])=[CH:8][N:7]=[C:6]([S:9][CH3:10])[N:5]=1.